Dataset: Full USPTO retrosynthesis dataset with 1.9M reactions from patents (1976-2016). Task: Predict the reactants needed to synthesize the given product. (1) Given the product [C:1]([O:5][C:6](=[O:40])[CH2:7][CH:8]([NH:13][C:14](=[O:39])[C@@H:15]([N:23]1[CH:28]=[CH:27][CH:26]=[C:25]([NH:29][C:30](=[O:37])[C:31]2[CH:36]=[CH:35][CH:34]=[CH:33][CH:32]=2)[C:24]1=[O:38])[CH2:16][C:17]1[CH:22]=[CH:21][CH:20]=[CH:19][CH:18]=1)[C:9](=[O:12])[CH2:10][F:11])([CH3:4])([CH3:2])[CH3:3], predict the reactants needed to synthesize it. The reactants are: [C:1]([O:5][C:6](=[O:40])[CH2:7][CH:8]([NH:13][C:14](=[O:39])[C@@H:15]([N:23]1[CH:28]=[CH:27][CH:26]=[C:25]([NH:29][C:30](=[O:37])[C:31]2[CH:36]=[CH:35][CH:34]=[CH:33][CH:32]=2)[C:24]1=[O:38])[CH2:16][C:17]1[CH:22]=[CH:21][CH:20]=[CH:19][CH:18]=1)[CH:9]([OH:12])[CH2:10][F:11])([CH3:4])([CH3:3])[CH3:2].CC(OI1(OC(C)=O)(OC(C)=O)OC(=O)C2C1=CC=CC=2)=O.C(=O)([O-])O.[Na+].S([O-])([O-])(=O)=S.[Na+].[Na+]. (2) Given the product [CH3:2][O:3][C:4]1[CH:5]=[C:6]([C:12]2[C@@H:21]3[C@@H:16]([CH2:17][CH2:18][CH2:19][CH2:20]3)[C:15](=[O:22])[N:14]([CH:23]3[CH2:24][CH2:25][N:26]([C:38](=[O:39])[C@@H:37]([NH:36][C:34](=[O:35])[O:33][C:29]([CH3:31])([CH3:30])[CH3:32])[CH2:41][CH3:42])[CH2:27][CH2:28]3)[N:13]=2)[CH:7]=[CH:8][C:9]=1[O:10][CH3:11], predict the reactants needed to synthesize it. The reactants are: Cl.[CH3:2][O:3][C:4]1[CH:5]=[C:6]([C:12]2[C@@H:21]3[C@@H:16]([CH2:17][CH2:18][CH2:19][CH2:20]3)[C:15](=[O:22])[N:14]([CH:23]3[CH2:28][CH2:27][NH:26][CH2:25][CH2:24]3)[N:13]=2)[CH:7]=[CH:8][C:9]=1[O:10][CH3:11].[C:29]([O:33][C:34]([NH:36][C@@H:37]([CH2:41][CH3:42])[C:38](O)=[O:39])=[O:35])([CH3:32])([CH3:31])[CH3:30].CN(C(ON1N=NC2C=CC=CC1=2)=[N+](C)C)C.F[P-](F)(F)(F)(F)F.CCN(C(C)C)C(C)C. (3) The reactants are: Br[CH2:2][CH2:3][CH2:4][CH2:5][O:6][CH2:7][C@H:8]1[CH2:13][CH2:12][C@H:11]([CH2:14][N:15]([CH3:29])[S:16]([C:19]2[CH:24]=[CH:23][C:22]([C:25]([F:28])([F:27])[F:26])=[CH:21][CH:20]=2)(=[O:18])=[O:17])[CH2:10][CH2:9]1.[CH2:30]([NH:33][CH3:34])[CH:31]=[CH2:32]. Given the product [CH2:30]([N:33]([CH3:34])[CH2:2][CH2:3][CH2:4][CH2:5][O:6][CH2:7][C@H:8]1[CH2:13][CH2:12][C@H:11]([CH2:14][N:15]([CH3:29])[S:16]([C:19]2[CH:24]=[CH:23][C:22]([C:25]([F:28])([F:27])[F:26])=[CH:21][CH:20]=2)(=[O:18])=[O:17])[CH2:10][CH2:9]1)[CH:31]=[CH2:32], predict the reactants needed to synthesize it. (4) Given the product [CH3:17][N:18]1[CH2:19][CH:20]=[C:21]([C:2]2[CH:7]=[CH:6][N:5]=[CH:4][C:3]=2[N+:8]([O-:10])=[O:9])[CH2:22][CH2:23]1, predict the reactants needed to synthesize it. The reactants are: Cl[C:2]1[CH:7]=[CH:6][N:5]=[CH:4][C:3]=1[N+:8]([O-:10])=[O:9].C(=O)([O-])[O-].[Na+].[Na+].[CH3:17][N:18]1[CH2:23][CH:22]=[C:21](B2OC(C)(C)C(C)(C)O2)[CH2:20][CH2:19]1.C1(P(C2C=CC=CC=2)C2C=CC=CC=2)C=CC=CC=1. (5) Given the product [OH:27][C:21]1([C:19]2[CH:20]=[C:15]([CH:11]3[O:10][C:9]4[CH:8]=[CH:7][CH:6]=[C:5]([C:3]([NH2:28])=[O:2])[C:14]=4[O:13][CH2:12]3)[CH:16]=[N:17][CH:18]=2)[CH2:26][CH2:25][O:24][CH2:23][CH2:22]1, predict the reactants needed to synthesize it. The reactants are: C[O:2][C:3]([C:5]1[C:14]2[O:13][CH2:12][CH:11]([C:15]3[CH:16]=[N:17][CH:18]=[C:19]([C:21]4([OH:27])[CH2:26][CH2:25][O:24][CH2:23][CH2:22]4)[CH:20]=3)[O:10][C:9]=2[CH:8]=[CH:7][CH:6]=1)=O.[NH3:28].CO. (6) Given the product [CH2:22]([NH:29][C@H:3]1[C@:2]2([OH:1])[C@@H:7]([CH2:8][CH2:9][CH2:10][CH2:11]2)[O:6][C@@H:5]([C:12]2[CH:17]=[CH:16][N:15]=[CH:14][C:13]=2[N+:18]([O-:20])=[O:19])[CH2:4]1)[C:23]1[CH:28]=[CH:27][CH:26]=[CH:25][CH:24]=1, predict the reactants needed to synthesize it. The reactants are: [OH:1][C@:2]12[CH2:11][CH2:10][CH2:9][CH2:8][C@H:7]1[O:6][C@@H:5]([C:12]1[CH:17]=[CH:16][N:15]=[CH:14][C:13]=1[N+:18]([O-:20])=[O:19])[CH2:4][C:3]2=O.[CH2:22]([NH2:29])[C:23]1[CH:28]=[CH:27][CH:26]=[CH:25][CH:24]=1.[Li+].[BH4-]. (7) Given the product [CH3:1][O:2][C:3]1[CH:4]=[C:5]([S:9][C:11]2[C:20]3[C:15](=[CH:16][CH:17]=[CH:18][CH:19]=3)[CH:14]=[C:13]([NH:21][C:22]3[CH:26]=[C:25]([CH3:27])[NH:24][N:23]=3)[N:12]=2)[CH:6]=[CH:7][CH:8]=1, predict the reactants needed to synthesize it. The reactants are: [CH3:1][O:2][C:3]1[CH:4]=[C:5]([SH:9])[CH:6]=[CH:7][CH:8]=1.Cl[C:11]1[C:20]2[C:15](=[CH:16][CH:17]=[CH:18][CH:19]=2)[CH:14]=[C:13]([NH:21][C:22]2[CH:26]=[C:25]([CH3:27])[NH:24][N:23]=2)[N:12]=1.